This data is from Forward reaction prediction with 1.9M reactions from USPTO patents (1976-2016). The task is: Predict the product of the given reaction. (1) Given the reactants Br[C:2]1[CH:3]=[CH:4][C:5]([N:10]2[CH:14]=[C:13]([CH3:15])[N:12]=[CH:11]2)=[C:6]([CH:9]=1)[C:7]#[N:8].[Cl:16][C:17]1[CH:29]=[CH:28][C:20]([CH2:21][N:22]2[CH:26]=[CH:25][C:24]([NH2:27])=[N:23]2)=[CH:19][CH:18]=1, predict the reaction product. The product is: [Cl:16][C:17]1[CH:29]=[CH:28][C:20]([CH2:21][N:22]2[CH:26]=[CH:25][C:24]([NH:27][C:2]3[CH:3]=[CH:4][C:5]([N:10]4[CH:14]=[C:13]([CH3:15])[N:12]=[CH:11]4)=[C:6]([CH:9]=3)[C:7]#[N:8])=[N:23]2)=[CH:19][CH:18]=1. (2) Given the reactants [CH3:1][C:2]1[CH:3]=[C:4]([C:24]([OH:26])=[O:25])[CH:5]=[C:6]2[C:10]=1[C:9](=[O:11])[N:8]([CH2:12][C:13]1[CH:18]=[CH:17][C:16]([O:19][C:20]([F:23])([F:22])[F:21])=[CH:15][CH:14]=1)[CH2:7]2.[C:27](=O)([O-])[O-].[K+].[K+].CI, predict the reaction product. The product is: [CH3:27][O:25][C:24]([C:4]1[CH:5]=[C:6]2[C:10](=[C:2]([CH3:1])[CH:3]=1)[C:9](=[O:11])[N:8]([CH2:12][C:13]1[CH:14]=[CH:15][C:16]([O:19][C:20]([F:21])([F:22])[F:23])=[CH:17][CH:18]=1)[CH2:7]2)=[O:26]. (3) Given the reactants [F:1][C:2]1[CH:3]=[C:4]([CH:29]=[C:30]([N:32]2[CH2:37][CH2:36][CH2:35][CH2:34][CH2:33]2)[CH:31]=1)[C:5]([NH:7][C:8]1[C:17]2[C:12](=[CH:13][CH:14]=[CH:15][CH:16]=2)[C:11]([O:18][C:19]2[CH:24]=[CH:23][N:22]=[C:21](S(C)(=O)=O)[N:20]=2)=[CH:10][CH:9]=1)=[O:6].[CH3:38][N:39]([CH3:45])[CH:40]1[CH2:44][CH2:43][NH:42][CH2:41]1, predict the reaction product. The product is: [CH3:38][N:39]([CH3:45])[CH:40]1[CH2:44][CH2:43][N:42]([C:21]2[N:20]=[C:19]([O:18][C:11]3[C:12]4[C:17](=[CH:16][CH:15]=[CH:14][CH:13]=4)[C:8]([NH:7][C:5](=[O:6])[C:4]4[CH:29]=[C:30]([N:32]5[CH2:37][CH2:36][CH2:35][CH2:34][CH2:33]5)[CH:31]=[C:2]([F:1])[CH:3]=4)=[CH:9][CH:10]=3)[CH:24]=[CH:23][N:22]=2)[CH2:41]1. (4) Given the reactants [CH:1]1([CH:6]([C:14]2[CH:19]=[CH:18][C:17]([CH2:20][N:21]3[C:29](=[O:30])[C:28]4[C:23](=[C:24]([F:32])[CH:25]=[CH:26][C:27]=4[F:31])[C:22]3=[O:33])=[CH:16][CH:15]=2)[C:7]([O:9][C:10]([CH3:13])([CH3:12])[CH3:11])=[O:8])[CH2:5][CH2:4][CH2:3][CH2:2]1.[BH4-].[Na+].ClCCl, predict the reaction product. The product is: [CH:1]1([CH:6]([C:14]2[CH:19]=[CH:18][C:17]([CH2:20][N:21]3[C:22](=[O:33])[C:23]4[C:28](=[C:27]([F:31])[CH:26]=[CH:25][C:24]=4[F:32])[CH:29]3[OH:30])=[CH:16][CH:15]=2)[C:7]([O:9][C:10]([CH3:12])([CH3:11])[CH3:13])=[O:8])[CH2:5][CH2:4][CH2:3][CH2:2]1. (5) Given the reactants [CH:1]1([C:4]2[NH:8][C:7]3[CH:9]=[C:10]([C:17]4[C:18]([CH3:23])=[N:19][O:20][C:21]=4[CH3:22])[CH:11]=[C:12]([C:13]([O:15]C)=O)[C:6]=3[N:5]=2)[CH2:3][CH2:2]1.[C:24]1([Mg]Br)[CH:29]=[CH:28][CH:27]=[CH:26][CH:25]=1, predict the reaction product. The product is: [CH:1]1([C:4]2[NH:8][C:7]3[CH:9]=[C:10]([C:17]4[C:18]([CH3:23])=[N:19][O:20][C:21]=4[CH3:22])[CH:11]=[C:12]([C:13]([C:6]4[CH:12]=[CH:11][CH:10]=[CH:9][CH:7]=4)([C:24]4[CH:29]=[CH:28][CH:27]=[CH:26][CH:25]=4)[OH:15])[C:6]=3[N:5]=2)[CH2:3][CH2:2]1. (6) The product is: [F:25][C:26]([F:39])([F:38])[S:27]([C:2]1[C:15]2=[CH:16][CH:17]=[CH:18][C:13]3=[C:14]2[C:5]([O:6][C:7]2[CH:8]=[CH:9][CH:10]=[CH:11][C:12]=23)=[CH:4][CH:3]=1)(=[O:29])=[O:28]. Given the reactants O[C:2]1[C:15]2=[CH:16][CH:17]=[CH:18][C:13]3=[C:14]2[C:5]([O:6][C:7]2[CH:8]=[CH:9][CH:10]=[CH:11][C:12]=23)=[CH:4][CH:3]=1.N1C=CC=CC=1.[F:25][C:26]([F:39])([F:38])[S:27](O[S:27]([C:26]([F:39])([F:38])[F:25])(=[O:29])=[O:28])(=[O:29])=[O:28].Cl, predict the reaction product. (7) Given the reactants [NH2:1][CH:2]1[CH2:7][CH2:6][N:5]([CH2:8][CH2:9][N:10]2[C:19]3[C:14](=[CH:15][C:16]([F:21])=[C:17]([F:20])[CH:18]=3)[N:13]=[CH:12][C:11]2=[O:22])[CH2:4][CH2:3]1.[O:23]=[C:24]1[CH2:29][O:28][C:27]2[CH:30]=[CH:31][C:32]([CH:34]=O)=[N:33][C:26]=2[NH:25]1.C(O[BH-](OC(=O)C)OC(=O)C)(=O)C.[Na+], predict the reaction product. The product is: [F:21][C:16]1[CH:15]=[C:14]2[C:19](=[CH:18][C:17]=1[F:20])[N:10]([CH2:9][CH2:8][N:5]1[CH2:6][CH2:7][CH:2]([NH:1][CH2:34][C:32]3[CH:31]=[CH:30][C:27]4[O:28][CH2:29][C:24](=[O:23])[NH:25][C:26]=4[N:33]=3)[CH2:3][CH2:4]1)[C:11](=[O:22])[CH:12]=[N:13]2.